Dataset: Full USPTO retrosynthesis dataset with 1.9M reactions from patents (1976-2016). Task: Predict the reactants needed to synthesize the given product. (1) Given the product [CH3:1][O:2][C:3]1[C:4]([NH:15][C:16]([N:30]2[CH2:31][CH2:32][N:27]([C:22]3[N:21]=[CH:26][CH:25]=[CH:24][N:23]=3)[CH2:28][CH2:29]2)=[O:20])=[N:5][C:6]2[C:11]([N:12]=1)=[CH:10][C:9]([O:13][CH3:14])=[CH:8][CH:7]=2, predict the reactants needed to synthesize it. The reactants are: [CH3:1][O:2][C:3]1[C:4]([NH:15][C:16](=[O:20])OCC)=[N:5][C:6]2[C:11]([N:12]=1)=[CH:10][C:9]([O:13][CH3:14])=[CH:8][CH:7]=2.[N:21]1[CH:26]=[CH:25][CH:24]=[N:23][C:22]=1[N:27]1[CH2:32][CH2:31][NH:30][CH2:29][CH2:28]1. (2) Given the product [Cl:59][C:60]1[CH:73]=[CH:72][C:63]([CH2:64][C:65]2[CH:66]=[C:67]([NH:71][C:2]3[CH:7]=[CH:6][C:5]([S:8]([NH:11][C:12]4[S:13][CH:14]=[CH:15][N:16]=4)(=[O:10])=[O:9])=[CH:4][CH:3]=3)[N:68]([CH3:70])[N:69]=2)=[CH:62][CH:61]=1, predict the reactants needed to synthesize it. The reactants are: I[C:2]1[CH:7]=[CH:6][C:5]([S:8]([NH:11][C:12]2[S:13][CH:14]=[CH:15][N:16]=2)(=[O:10])=[O:9])=[CH:4][CH:3]=1.CC1(C)C2C=CC=C(P(C3C=CC=CC=3)C3C=CC=CC=3)C=2OC2C1=CC=CC=2P(C1C=CC=CC=1)C1C=CC=CC=1.[Cl:59][C:60]1[CH:73]=[CH:72][C:63]([CH2:64][C:65]2[CH:66]=[C:67]([NH2:71])[N:68]([CH3:70])[N:69]=2)=[CH:62][CH:61]=1.CC(C)([O-])C.[Na+]. (3) Given the product [F:21][C:22]1[CH:30]=[CH:29][C:25]([CH2:26][CH2:27][NH:28][CH2:1][C:3]2[CH:18]=[CH:17][C:6]([O:7][C:8]3[CH:16]=[CH:15][C:11]([C:12]([NH2:14])=[O:13])=[CH:10][N:9]=3)=[C:5]([O:19][CH3:20])[CH:4]=2)=[CH:24][CH:23]=1, predict the reactants needed to synthesize it. The reactants are: [CH:1]([C:3]1[CH:18]=[CH:17][C:6]([O:7][C:8]2[CH:16]=[CH:15][C:11]([C:12]([NH2:14])=[O:13])=[CH:10][N:9]=2)=[C:5]([O:19][CH3:20])[CH:4]=1)=O.[F:21][C:22]1[CH:30]=[CH:29][C:25]([CH2:26][CH2:27][NH2:28])=[CH:24][CH:23]=1. (4) Given the product [CH2:1]([NH:8][C:9](=[O:25])[N:10]([CH2:11][CH3:12])[CH2:13][C:14]1[CH:19]=[C:18]([C:20]([F:23])([F:22])[F:21])[CH:17]=[CH:16][C:15]=1[B:26]1[O:30][C:29]([CH3:32])([CH3:31])[C:28]([CH3:34])([CH3:33])[O:27]1)[C:2]1[CH:7]=[CH:6][CH:5]=[CH:4][CH:3]=1, predict the reactants needed to synthesize it. The reactants are: [CH2:1]([NH:8][C:9](=[O:25])[N:10]([CH2:13][C:14]1[CH:19]=[C:18]([C:20]([F:23])([F:22])[F:21])[CH:17]=[CH:16][C:15]=1Br)[CH2:11][CH3:12])[C:2]1[CH:7]=[CH:6][CH:5]=[CH:4][CH:3]=1.[B:26]1([B:26]2[O:30][C:29]([CH3:32])([CH3:31])[C:28]([CH3:34])([CH3:33])[O:27]2)[O:30][C:29]([CH3:32])([CH3:31])[C:28]([CH3:34])([CH3:33])[O:27]1.C([O-])(=O)C.[K+]. (5) Given the product [CH3:59][C:38]1[N:39]=[C:40]([N:42]2[CH2:46][CH2:45][N:44]([CH2:47][C:48]3[CH:53]=[CH:52][C:51]([C:54]([F:57])([F:56])[F:55])=[CH:50][CH:49]=3)[C:43]2=[O:58])[S:41][C:37]=1[C:35]1[O:36][N:32]=[C:33]([CH3:60])[CH:34]=1, predict the reactants needed to synthesize it. The reactants are: CN(C)/C=C/C(C1SC(N2CCN(CC3C=CC(C(F)(F)F)=CC=3)C2=O)=NC=1C)=O.C[N:32](C)/[C:33](/[CH3:60])=[CH:34]/[C:35]([C:37]1[S:41][C:40]([N:42]2[CH2:46][CH2:45][N:44]([CH2:47][C:48]3[CH:53]=[CH:52][C:51]([C:54]([F:57])([F:56])[F:55])=[CH:50][CH:49]=3)[C:43]2=[O:58])=[N:39][C:38]=1[CH3:59])=[O:36].Cl.NO. (6) Given the product [C:17]([O:21][C:22]([N:24]1[CH2:29][CH2:28][CH:27]([CH2:30][O:31][C:32]2[CH:33]=[CH:34][C:35]([N+:38]([O-:40])=[O:39])=[C:36]([NH:1][C:2]3[S:3][C:4]([C:14](=[O:15])[NH2:16])=[C:5]([C:7]4[CH:12]=[CH:11][CH:10]=[C:9]([Cl:13])[CH:8]=4)[N:6]=3)[CH:37]=2)[CH2:26][CH2:25]1)=[O:23])([CH3:20])([CH3:18])[CH3:19], predict the reactants needed to synthesize it. The reactants are: [NH2:1][C:2]1[S:3][C:4]([C:14]([NH2:16])=[O:15])=[C:5]([C:7]2[CH:12]=[CH:11][CH:10]=[C:9]([Cl:13])[CH:8]=2)[N:6]=1.[C:17]([O:21][C:22]([N:24]1[CH2:29][CH2:28][CH:27]([CH2:30][O:31][C:32]2[CH:37]=[CH:36][C:35]([N+:38]([O-:40])=[O:39])=[C:34](F)[CH:33]=2)[CH2:26][CH2:25]1)=[O:23])([CH3:20])([CH3:19])[CH3:18].CN(C)C=O.C(=O)([O-])[O-].[Cs+].[Cs+]. (7) Given the product [Br:9][C:10]1[CH:11]=[C:12]([CH:16]2[CH2:22][CH:17]2[C:18]([O:20][CH3:21])=[O:19])[CH:13]=[N:14][CH:15]=1, predict the reactants needed to synthesize it. The reactants are: [H-].[Na+].[I-].C[S+](C)(C)=O.[Br:9][C:10]1[CH:11]=[C:12](/[CH:16]=[CH:17]/[C:18]([O:20][CH3:21])=[O:19])[CH:13]=[N:14][CH:15]=1.[CH3:22]COC(C)=O. (8) Given the product [CH3:22][C:23]1[C:31]([N+:32]([O-:34])=[O:33])=[CH:30][CH:29]=[CH:28][C:24]=1[C:25]([CH:2]([C:3]([O:5][CH2:6][CH3:7])=[O:4])[C:1]([O:9][CH2:10][CH3:11])=[O:8])=[O:26], predict the reactants needed to synthesize it. The reactants are: [C:1]([O:9][CH2:10][CH3:11])(=[O:8])[CH2:2][C:3]([O:5][CH2:6][CH3:7])=[O:4].[Cl-].[Cl-].[Mg+2].C(N(CC)CC)C.[CH3:22][C:23]1[C:31]([N+:32]([O-:34])=[O:33])=[CH:30][CH:29]=[CH:28][C:24]=1[C:25](Cl)=[O:26]. (9) Given the product [ClH:35].[C:1]([C:4]1[CH:5]=[C:6]([C:10]2[N:11]=[CH:12][N:13]([C:15]([N:17]([CH:19]3[CH2:20][CH2:21][N:22]([CH2:25][C:26]4[CH:31]=[CH:30][C:29]([F:32])=[C:28]([O:33][CH3:34])[CH:27]=4)[CH2:23][CH2:24]3)[CH3:18])=[O:16])[CH:14]=2)[CH:7]=[CH:8][CH:9]=1)(=[O:3])[NH2:2], predict the reactants needed to synthesize it. The reactants are: [C:1]([C:4]1[CH:5]=[C:6]([C:10]2[N:11]=[CH:12][N:13]([C:15]([N:17]([CH:19]3[CH2:24][CH2:23][N:22]([CH2:25][C:26]4[CH:31]=[CH:30][C:29]([F:32])=[C:28]([O:33][CH3:34])[CH:27]=4)[CH2:21][CH2:20]3)[CH3:18])=[O:16])[CH:14]=2)[CH:7]=[CH:8][CH:9]=1)(=[O:3])[NH2:2].[ClH:35].C(OCC)C. (10) Given the product [NH2:1][C:2]1[S:3][C@:4]2([C:21]([N:23]([CH3:24])[CH3:25])=[O:22])[C@H:6]([C@:7]([C:10]3[CH:15]=[C:14]([NH2:16])[CH:13]=[C:12]([F:19])[C:11]=3[F:20])([CH3:9])[N:8]=1)[CH2:5]2, predict the reactants needed to synthesize it. The reactants are: [NH2:1][C:2]1[S:3][C@:4]2([C:21]([N:23]([CH3:25])[CH3:24])=[O:22])[C@H:6]([C@:7]([C:10]3[CH:15]=[C:14]([N+:16]([O-])=O)[CH:13]=[C:12]([F:19])[C:11]=3[F:20])([CH3:9])[N:8]=1)[CH2:5]2.